Dataset: Catalyst prediction with 721,799 reactions and 888 catalyst types from USPTO. Task: Predict which catalyst facilitates the given reaction. (1) Reactant: [NH2:1][C:2]1[CH:3]=[C:4]([CH:19]=[CH:20][CH:21]=1)[CH2:5][C:6]1[C:11](=[O:12])[CH:10]=[CH:9][N:8]([C:13]2[CH:18]=[CH:17][CH:16]=[CH:15][CH:14]=2)[N:7]=1.[CH2:22]([N:24]=[C:25]=[O:26])[CH3:23].C(Cl)Cl. Product: [CH2:22]([NH:24][C:25]([NH:1][C:2]1[CH:21]=[CH:20][CH:19]=[C:4]([CH2:5][C:6]2[C:11](=[O:12])[CH:10]=[CH:9][N:8]([C:13]3[CH:18]=[CH:17][CH:16]=[CH:15][CH:14]=3)[N:7]=2)[CH:3]=1)=[O:26])[CH3:23]. The catalyst class is: 1. (2) Reactant: [CH3:1][P:2](Cl)(Cl)=[S:3].[H-].[Na+].[CH:8]1[C:13]([N+:14]([O-:16])=[O:15])=[CH:12][CH:11]=[C:10]([OH:17])[CH:9]=1. Product: [N+:14]([C:13]1[CH:12]=[CH:11][C:10]([O:17][P:2]([CH3:1])(=[S:3])[O:17][C:10]2[CH:9]=[CH:8][C:13]([N+:14]([O-:16])=[O:15])=[CH:12][CH:11]=2)=[CH:9][CH:8]=1)([O-:16])=[O:15]. The catalyst class is: 7. (3) Product: [CH:26]1[CH:25]=[CH:24][C:23]([C@@H:8]([N:9]2[CH2:14][CH2:13][N:12]([CH2:15][CH2:16][O:17][CH2:18][C:19]([OH:21])=[O:20])[CH2:11][CH2:10]2)[C:5]2[CH:6]=[CH:7][C:2]([Cl:1])=[CH:3][CH:4]=2)=[CH:28][CH:27]=1.[ClH:32].[ClH:1]. The catalyst class is: 30. Reactant: [Cl:1][C:2]1[CH:7]=[CH:6][C:5]([CH:8]([C:23]2[CH:28]=[CH:27][CH:26]=[CH:25][CH:24]=2)[N:9]2[CH2:14][CH2:13][N:12]([C:15](=O)[CH2:16][O:17][CH2:18][C:19]([OH:21])=[O:20])[CH2:11][CH2:10]2)=[CH:4][CH:3]=1.C(Cl)(=O)C([Cl:32])=O.C(OCC)(=O)C. (4) Reactant: [F:1][C:2]1[CH:10]=[CH:9][CH:8]=[CH:7][C:3]=1[CH2:4][CH2:5][NH2:6].C(N(C(C)C)CC)(C)C.[F:20][C:21]([F:32])([F:31])[C:22]1[CH:30]=[CH:29][C:25]([C:26](Cl)=[O:27])=[CH:24][CH:23]=1. Product: [F:1][C:2]1[CH:10]=[CH:9][CH:8]=[CH:7][C:3]=1[CH2:4][CH2:5][NH:6][C:26](=[O:27])[C:25]1[CH:29]=[CH:30][C:22]([C:21]([F:20])([F:31])[F:32])=[CH:23][CH:24]=1. The catalyst class is: 4. (5) Reactant: ClCCl.C([N:11]1[CH2:16][CH2:15][CH:14]([NH:17][C:18]2[CH:23]=[CH:22][C:21]([C:24]3[NH:25][C:26](=[O:40])[C:27]4[N:32]([CH:33]5[CH2:38][CH2:37][CH2:36][CH2:35][CH2:34]5)[N:31]=[C:30]([CH3:39])[C:28]=4[N:29]=3)=[C:20]([O:41][CH3:42])[CH:19]=2)[CH2:13][CH2:12]1)C1C=CC=CC=1.ClC(OC(Cl)C)=O. Product: [CH:33]1([N:32]2[C:27]3[C:26](=[O:40])[NH:25][C:24]([C:21]4[CH:22]=[CH:23][C:18]([NH:17][CH:14]5[CH2:15][CH2:16][NH:11][CH2:12][CH2:13]5)=[CH:19][C:20]=4[O:41][CH3:42])=[N:29][C:28]=3[C:30]([CH3:39])=[N:31]2)[CH2:34][CH2:35][CH2:36][CH2:37][CH2:38]1. The catalyst class is: 26. (6) Reactant: N1CC(=O)C1.[S:6]1[CH:10]=[CH:9][CH:8]=[C:7]1[CH:11]([C:17]1[S:18][CH:19]=[CH:20][CH:21]=1)[N:12]1[CH2:15][CH:14]([OH:16])[CH2:13]1.CS(C)=O.C(Cl)(=O)C(Cl)=O. Product: [S:6]1[CH:10]=[CH:9][CH:8]=[C:7]1[CH:11]([C:17]1[S:18][CH:19]=[CH:20][CH:21]=1)[N:12]1[CH2:13][C:14](=[O:16])[CH2:15]1. The catalyst class is: 236. (7) Reactant: Cl[C:2]1[C:11]2=[N:12][N:13](CC3C=CC(OC)=CC=3)[CH:14]=[C:10]2[C:9]2[CH:8]=[C:7]([O:24][CH3:25])[CH:6]=[C:5]([O:26][CH3:27])[C:4]=2[N:3]=1.[CH3:28][N:29]([CH2:31][C:32]1[CH:38]=[CH:37][C:35]([NH2:36])=[CH:34][CH:33]=1)[CH3:30].Cl. Product: [CH3:27][O:26][C:5]1[C:4]2[N:3]=[C:2]([NH:36][C:35]3[CH:34]=[CH:33][C:32]([CH2:31][N:29]([CH3:30])[CH3:28])=[CH:38][CH:37]=3)[C:11]3=[N:12][NH:13][CH:14]=[C:10]3[C:9]=2[CH:8]=[C:7]([O:24][CH3:25])[CH:6]=1. The catalyst class is: 71.